This data is from NCI-60 drug combinations with 297,098 pairs across 59 cell lines. The task is: Regression. Given two drug SMILES strings and cell line genomic features, predict the synergy score measuring deviation from expected non-interaction effect. (1) Drug 1: C1=NC2=C(N1)C(=S)N=CN2. Drug 2: CC1=C(C(=O)C2=C(C1=O)N3CC4C(C3(C2COC(=O)N)OC)N4)N. Cell line: RXF 393. Synergy scores: CSS=19.4, Synergy_ZIP=-10.2, Synergy_Bliss=-2.73, Synergy_Loewe=-8.62, Synergy_HSA=-2.49. (2) Drug 1: COC1=CC(=CC(=C1O)OC)C2C3C(COC3=O)C(C4=CC5=C(C=C24)OCO5)OC6C(C(C7C(O6)COC(O7)C8=CC=CS8)O)O. Drug 2: B(C(CC(C)C)NC(=O)C(CC1=CC=CC=C1)NC(=O)C2=NC=CN=C2)(O)O. Cell line: SNB-75. Synergy scores: CSS=15.3, Synergy_ZIP=-7.38, Synergy_Bliss=-1.88, Synergy_Loewe=-1.09, Synergy_HSA=-1.43. (3) Cell line: SK-MEL-5. Drug 2: C1=CC=C(C(=C1)C(C2=CC=C(C=C2)Cl)C(Cl)Cl)Cl. Synergy scores: CSS=37.3, Synergy_ZIP=-0.445, Synergy_Bliss=-1.49, Synergy_Loewe=-1.28, Synergy_HSA=-0.910. Drug 1: CC12CCC3C(C1CCC2=O)CC(=C)C4=CC(=O)C=CC34C. (4) Synergy scores: CSS=30.9, Synergy_ZIP=-4.34, Synergy_Bliss=0.347, Synergy_Loewe=-4.10, Synergy_HSA=3.32. Drug 2: C1=CC(=CC=C1CCCC(=O)O)N(CCCl)CCCl. Cell line: MALME-3M. Drug 1: C1=CC(=C2C(=C1NCCNCCO)C(=O)C3=C(C=CC(=C3C2=O)O)O)NCCNCCO. (5) Drug 1: CC1OCC2C(O1)C(C(C(O2)OC3C4COC(=O)C4C(C5=CC6=C(C=C35)OCO6)C7=CC(=C(C(=C7)OC)O)OC)O)O. Drug 2: CC1C(C(CC(O1)OC2CC(OC(C2O)C)OC3=CC4=CC5=C(C(=O)C(C(C5)C(C(=O)C(C(C)O)O)OC)OC6CC(C(C(O6)C)O)OC7CC(C(C(O7)C)O)OC8CC(C(C(O8)C)O)(C)O)C(=C4C(=C3C)O)O)O)O. Cell line: SK-OV-3. Synergy scores: CSS=14.7, Synergy_ZIP=-3.34, Synergy_Bliss=1.94, Synergy_Loewe=2.16, Synergy_HSA=2.18.